From a dataset of Full USPTO retrosynthesis dataset with 1.9M reactions from patents (1976-2016). Predict the reactants needed to synthesize the given product. Given the product [Cl:3][C:4]1[CH:5]=[C:6]([CH:10]([OH:32])[CH:11]([CH2:17][C:18]2[CH:23]=[CH:22][C:21]([CH2:24][C:25]([F:30])([F:31])[C:26]([F:28])([F:29])[F:27])=[CH:20][CH:19]=2)[C:12]([O:14][CH2:15][CH3:16])=[O:13])[CH:7]=[CH:8][CH:9]=1, predict the reactants needed to synthesize it. The reactants are: [BH4-].[Na+].[Cl:3][C:4]1[CH:5]=[C:6]([C:10](=[O:32])[CH:11]([CH2:17][C:18]2[CH:23]=[CH:22][C:21]([CH2:24][C:25]([F:31])([F:30])[C:26]([F:29])([F:28])[F:27])=[CH:20][CH:19]=2)[C:12]([O:14][CH2:15][CH3:16])=[O:13])[CH:7]=[CH:8][CH:9]=1.